From a dataset of TCR-epitope binding with 47,182 pairs between 192 epitopes and 23,139 TCRs. Binary Classification. Given a T-cell receptor sequence (or CDR3 region) and an epitope sequence, predict whether binding occurs between them. The epitope is SLYNTVATL. Result: 1 (the TCR binds to the epitope). The TCR CDR3 sequence is CATSFDSEAFF.